From a dataset of Forward reaction prediction with 1.9M reactions from USPTO patents (1976-2016). Predict the product of the given reaction. (1) Given the reactants COC(=O)[C:4]1[CH:9]=[CH:8][CH:7]=[C:6]([NH:10][C:11](=[O:38])[CH2:12][N:13]2[N:19]=[C:18]([CH:20]3[CH2:25][CH2:24][CH2:23][CH2:22][CH2:21]3)[C:17]3[CH:26]=[CH:27][CH:28]=[CH:29][C:16]=3[N:15]([CH2:30][C:31](=[O:36])[C:32]([CH3:35])([CH3:34])[CH3:33])[C:14]2=[O:37])[CH:5]=1.COC(=O)C([N:45]([C:53]1C=CC=[C:55](N)[CH:54]=1)[C:46]([O:48][C:49]([CH3:52])([CH3:51])[CH3:50])=[O:47])C, predict the reaction product. The product is: [C:49]([O:48][C:46](=[O:47])[N:45]([C:4]1[CH:9]=[CH:8][CH:7]=[C:6]([NH:10][C:11](=[O:38])[CH2:12][N:13]2[N:19]=[C:18]([CH:20]3[CH2:25][CH2:24][CH2:23][CH2:22][CH2:21]3)[C:17]3[CH:26]=[CH:27][CH:28]=[CH:29][C:16]=3[N:15]([CH2:30][C:31](=[O:36])[C:32]([CH3:35])([CH3:33])[CH3:34])[C:14]2=[O:37])[CH:5]=1)[CH2:53][CH2:54][CH3:55])([CH3:52])([CH3:51])[CH3:50]. (2) Given the reactants ClC1C(F)=CC=C(Cl)C=1C(O[C:13]1[C:14](N)=[N:15][CH:16]=[C:17](B2OC(C)(C)C(C)(C)O2)C=1)C.[NH2:29][C:30]1[N:35]=[CH:34][C:33]([C:36]2[CH:37]=[N:38][N:39]([CH2:41][CH:42]3[CH2:44]C3C(N(C)C)=O)[CH:40]=2)=[CH:32][C:31]=1[O:50][CH:51]([C:53]1[C:58]([Cl:59])=[CH:57][CH:56]=[C:55]([F:60])[C:54]=1[Cl:61])[CH3:52], predict the reaction product. The product is: [Cl:61][C:54]1[C:55]([F:60])=[CH:56][CH:57]=[C:58]([Cl:59])[C:53]=1[CH:51]([O:50][C:31]1[C:30]([NH2:29])=[N:35][CH:34]=[C:33]([C:36]2[CH:37]=[N:38][N:39]([CH:41]3[CH2:42][CH2:44][N:15]([CH2:16][CH3:17])[CH2:14][CH2:13]3)[CH:40]=2)[CH:32]=1)[CH3:52]. (3) Given the reactants [F:1][C:2]1[CH:10]=[C:9]2[C:5]([C:6]([OH:11])=[N:7][NH:8]2)=[CH:4][CH:3]=1.[F:12][C:13]([F:24])([F:23])[CH:14]1[CH2:19][CH2:18][N:17]([C:20](Cl)=[O:21])[CH2:16][CH2:15]1, predict the reaction product. The product is: [F:12][C:13]([F:24])([F:23])[CH:14]1[CH2:19][CH2:18][N:17]([C:20]([O:11][C:6]2[C:5]3[C:9](=[CH:10][C:2]([F:1])=[CH:3][CH:4]=3)[N:8]([C:20]([N:17]3[CH2:16][CH2:15][CH:14]([C:13]([F:23])([F:12])[F:24])[CH2:19][CH2:18]3)=[O:21])[N:7]=2)=[O:21])[CH2:16][CH2:15]1. (4) Given the reactants Cl.O1CCOCC1.[CH3:8][N:9]1[C:13]2=[N:14][CH:15]=[C:16]([N+:19]([O-:21])=[O:20])[C:17]([CH3:18])=[C:12]2[C:11]([C:22]2[CH2:23][C:24]([CH3:36])([CH3:35])[N:25](C(OC(C)(C)C)=O)[CH2:26][CH:27]=2)=[CH:10]1, predict the reaction product. The product is: [CH3:35][C:24]1([CH3:36])[CH2:23][C:22]([C:11]2[C:12]3[C:13](=[N:14][CH:15]=[C:16]([N+:19]([O-:21])=[O:20])[C:17]=3[CH3:18])[N:9]([CH3:8])[CH:10]=2)=[CH:27][CH2:26][NH:25]1. (5) The product is: [F:1][C:2]([F:13])([F:12])[C:3]([CH:16]1[CH2:17][CH:18]2[CH:14]([CH2:19]2)[C:15]1=[O:20])=[O:4]. Given the reactants [F:1][C:2]([F:13])([F:12])[C:3](C1C(=O)CC2C1C2)=[O:4].[CH:14]12[CH2:19][CH:18]1[CH2:17][CH2:16][C:15]2=[O:20], predict the reaction product. (6) The product is: [CH3:15][C:14]1[N:13]=[C:11]([C:4]2[C:5]3[C:10](=[CH:9][CH:8]=[CH:7][CH:6]=3)[N:2]([CH3:1])[CH:3]=2)[N:21]2[C:16]=1[CH:17]=[N:18][C:19]([NH:22][C:23]1[CH:28]=[C:27]([O:29][CH3:30])[C:26]([O:31][CH3:32])=[C:25]([O:33][CH3:34])[CH:24]=1)=[N:20]2. Given the reactants [CH3:1][N:2]1[C:10]2[C:5](=[CH:6][CH:7]=[CH:8][CH:9]=2)[C:4]([C:11]([NH:13][CH:14]([C:16]2[N:21]=[N:20][C:19]([NH:22][C:23]3[CH:28]=[C:27]([O:29][CH3:30])[C:26]([O:31][CH3:32])=[C:25]([O:33][CH3:34])[CH:24]=3)=[N:18][CH:17]=2)[CH3:15])=O)=[CH:3]1.N1C=NC=N1.P(Cl)(Cl)(Cl)=O, predict the reaction product. (7) Given the reactants [Br:1][C:2]1[CH:10]=[CH:9][C:8]([C:11]#[N:12])=[CH:7][C:3]=1[C:4]([OH:6])=O.[F:13][C:14]1[CH:15]=[C:16]([C:26](=[O:28])[CH3:27])[CH:17]=[CH:18][C:19]=1[N:20]1[CH2:25][CH2:24][NH:23][CH2:22][CH2:21]1, predict the reaction product. The product is: [C:26]([C:16]1[CH:17]=[CH:18][C:19]([N:20]2[CH2:21][CH2:22][N:23]([C:4]([C:3]3[CH:7]=[C:8]([CH:9]=[CH:10][C:2]=3[Br:1])[C:11]#[N:12])=[O:6])[CH2:24][CH2:25]2)=[C:14]([F:13])[CH:15]=1)(=[O:28])[CH3:27]. (8) Given the reactants [CH2:1]([O:11][C:12]1[CH:13]=[C:14]([CH:18]=[CH:19][CH:20]=1)[C:15](Cl)=[O:16])[CH2:2][CH2:3][CH2:4][CH2:5][CH2:6][CH2:7][CH2:8][CH2:9][CH3:10].[NH2:21][C:22]1[CH:30]=[CH:29][C:28]([N+:31]([O-:33])=[O:32])=[CH:27][C:23]=1[C:24]([OH:26])=[O:25].CCN(CC)CC, predict the reaction product. The product is: [CH2:1]([O:11][C:12]1[CH:13]=[C:14]([CH:18]=[CH:19][CH:20]=1)[C:15]([NH:21][C:22]1[CH:30]=[CH:29][C:28]([N+:31]([O-:33])=[O:32])=[CH:27][C:23]=1[C:24]([OH:26])=[O:25])=[O:16])[CH2:2][CH2:3][CH2:4][CH2:5][CH2:6][CH2:7][CH2:8][CH2:9][CH3:10].